This data is from Reaction yield outcomes from USPTO patents with 853,638 reactions. The task is: Predict the reaction yield, written as a fraction of the theoretical maximum amount of product (1.0 means a 100% yield; for example, 0.34 means a 34% yield). (1) The yield is 0.500. No catalyst specified. The reactants are [CH3:1][C:2]1[C:6]2[C:7](=[O:19])[N:8]([CH2:11][CH2:12][N:13]3[CH2:18][CH2:17][O:16][CH2:15][CH2:14]3)[CH2:9][CH2:10][C:5]=2[NH:4][C:3]=1[CH:20]=O.[F:22][C:23]1[CH:24]=[C:25]2[C:29](=[CH:30][C:31]=1[NH2:32])[NH:28][C:27](=[O:33])[CH2:26]2. The product is [NH2:32][C:31]1[CH:30]=[C:29]2[C:25]([C:26](=[CH:20][C:3]3[NH:4][C:5]4[CH2:10][CH2:9][N:8]([CH2:11][CH2:12][N:13]5[CH2:14][CH2:15][O:16][CH2:17][CH2:18]5)[C:7](=[O:19])[C:6]=4[C:2]=3[CH3:1])[C:27](=[O:33])[NH:28]2)=[CH:24][C:23]=1[F:22]. (2) The product is [C:1]([C:3]1[N:8]=[C:7]([C:9]2[CH:10]=[CH:11][C:12]([C:15]([CH3:20])([CH3:19])[C:16]([NH:27][CH2:26][C:22]3[O:21][CH:25]=[CH:24][CH:23]=3)=[O:18])=[CH:13][CH:14]=2)[CH:6]=[N:5][CH:4]=1)#[N:2]. No catalyst specified. The yield is 0.300. The reactants are [C:1]([C:3]1[N:8]=[C:7]([C:9]2[CH:14]=[CH:13][C:12]([C:15]([CH3:20])([CH3:19])[C:16]([OH:18])=O)=[CH:11][CH:10]=2)[CH:6]=[N:5][CH:4]=1)#[N:2].[O:21]1[CH:25]=[CH:24][CH:23]=[C:22]1[CH2:26][NH2:27]. (3) The catalyst is CN(C)C=O.[Cu]I. The reactants are [NH2:1][C:2]1[C:7]([C:8]#[C:9][CH2:10][OH:11])=[N:6][C:5]([S:12][CH3:13])=[CH:4][N:3]=1.O. The product is [CH3:13][S:12][C:5]1[N:6]=[C:7]2[CH:8]=[C:9]([CH2:10][OH:11])[NH:1][C:2]2=[N:3][CH:4]=1. The yield is 0.407. (4) The reactants are Cl[C:2]1[CH:3]=[CH:4][C:5]([F:48])=[C:6]([C:8]2[S:9][C:10]([NH:40][C:41](=[O:47])[O:42][C:43]([CH3:46])([CH3:45])[CH3:44])=[C:11]([C:13](=[O:39])[NH:14][C:15]3[CH:16]=[N:17][N:18]([CH3:38])[C:19]=3[N:20]3[CH2:26][CH2:25][CH2:24][CH:23]([NH:27][C:28]([O:30][CH2:31][C:32]4[CH:37]=[CH:36][CH:35]=[CH:34][CH:33]=4)=[O:29])[CH2:22][CH2:21]3)[N:12]=2)[CH:7]=1.[CH:49]1([B-](F)(F)F)[CH2:51][CH2:50]1.[K+].C(P(C12CC3CC(CC(C3)C1)C2)C12CC3CC(CC(C3)C1)C2)CCC.C(=O)([O-])[O-].[Cs+].[Cs+]. The catalyst is C([O-])(=O)C.[Pd+2].C([O-])(=O)C. The product is [CH:49]1([C:2]2[CH:3]=[CH:4][C:5]([F:48])=[C:6]([C:8]3[S:9][C:10]([NH:40][C:41](=[O:47])[O:42][C:43]([CH3:44])([CH3:45])[CH3:46])=[C:11]([C:13](=[O:39])[NH:14][C:15]4[CH:16]=[N:17][N:18]([CH3:38])[C:19]=4[N:20]4[CH2:26][CH2:25][CH2:24][CH:23]([NH:27][C:28]([O:30][CH2:31][C:32]5[CH:37]=[CH:36][CH:35]=[CH:34][CH:33]=5)=[O:29])[CH2:22][CH2:21]4)[N:12]=3)[CH:7]=2)[CH2:51][CH2:50]1. The yield is 0.620. (5) The product is [CH2:1]([O:8][C:9](=[O:18])[C:10]1[CH:15]=[CH:14][C:13]([CH:21]=[CH:20][C:19]([O:23][CH3:24])=[O:22])=[C:12]([CH3:17])[CH:11]=1)[C:2]1[CH:7]=[CH:6][CH:5]=[CH:4][CH:3]=1. The reactants are [CH2:1]([O:8][C:9](=[O:18])[C:10]1[CH:15]=[CH:14][C:13](Br)=[C:12]([CH3:17])[CH:11]=1)[C:2]1[CH:7]=[CH:6][CH:5]=[CH:4][CH:3]=1.[C:19]([O:23][CH3:24])(=[O:22])[CH:20]=[CH2:21].C(N(C(C)C)CC)(C)C. No catalyst specified. The yield is 0.847.